From a dataset of Full USPTO retrosynthesis dataset with 1.9M reactions from patents (1976-2016). Predict the reactants needed to synthesize the given product. (1) Given the product [CH3:28][C:5]1[C:6]2[C:23](=[CH:22][C:21]3[C:8]([CH:7]=2)=[CH:9][C:10]2[C:19](=[CH:18][C:17]4[C:12]([CH:11]=2)=[C:13]([CH3:26])[CH:14]=[CH:15][C:16]=4[CH3:25])[CH:20]=3)[C:2]([CH3:1])=[CH:3][CH:4]=1, predict the reactants needed to synthesize it. The reactants are: [CH3:1][C:2]1[C:23]2[CH2:22][C:21]3[C:8](=[CH:9][C:10]4[CH2:11][C:12]5[C:17]([C:18](=O)[C:19]=4[CH:20]=3)=[C:16]([CH3:25])[CH:15]=[CH:14][C:13]=5[CH3:26])[C:7](=O)[C:6]=2[C:5]([CH3:28])=[CH:4][CH:3]=1. (2) The reactants are: [CH2:1]([O:3][C:4]1[CH:9]=[CH:8][C:7]([C:10](=[O:16])[CH2:11][CH2:12][C:13]([OH:15])=O)=[CH:6][C:5]=1[CH2:17][CH2:18][CH3:19])[CH3:2].[CH2:20]([C:27]1[S:31][C:30]([NH2:32])=[CH:29][C:28]=1[C:33]1[CH:38]=[CH:37][CH:36]=[CH:35][CH:34]=1)[C:21]1[CH:26]=[CH:25][CH:24]=[CH:23][CH:22]=1.CCN=C=NCCCN(C)C.C1C=CC2N(O)N=NC=2C=1. Given the product [CH2:20]([C:27]1[S:31][C:30]([NH:32][C:13](=[O:15])[CH2:12][CH2:11][C:10]([C:7]2[CH:8]=[CH:9][C:4]([O:3][CH2:1][CH3:2])=[C:5]([CH2:17][CH2:18][CH3:19])[CH:6]=2)=[O:16])=[CH:29][C:28]=1[C:33]1[CH:38]=[CH:37][CH:36]=[CH:35][CH:34]=1)[C:21]1[CH:22]=[CH:23][CH:24]=[CH:25][CH:26]=1, predict the reactants needed to synthesize it. (3) Given the product [Cl:1][C:2]1[C:10]([C:11]#[N:12])=[CH:9][CH:8]=[C:7]2[C:3]=1[CH:4]=[C:5]([C:18]([OH:20])=[O:19])[N:6]2[CH2:13][C:14]([F:17])([F:16])[F:15], predict the reactants needed to synthesize it. The reactants are: [Cl:1][C:2]1[C:10]([C:11]#[N:12])=[CH:9][CH:8]=[C:7]2[C:3]=1[CH:4]=[C:5]([C:18]([O:20]CC)=[O:19])[N:6]2[CH2:13][C:14]([F:17])([F:16])[F:15].[OH-].[Na+]. (4) Given the product [Br:1][C:2]1[C:3]([O:22][CH3:24])=[C:4]([C:9]([CH2:12][S:13][C:14]2[CH:19]=[CH:18][CH:17]=[CH:16][C:15]=2[OH:20])=[CH:10][CH:11]=1)[C:5]([O:7][CH3:8])=[O:6], predict the reactants needed to synthesize it. The reactants are: [Br:1][C:2]1[C:3]([OH:22])=[C:4]([C:9]([CH2:12][S:13][C:14]2[CH:19]=[CH:18][CH:17]=[CH:16][C:15]=2[O:20]C)=[CH:10][CH:11]=1)[C:5]([O:7][CH3:8])=[O:6].Br[C:24]1C(OC)=C(C(CBr)=CC=1)C(OC)=O.SC1C=CC=CC=1O. (5) Given the product [CH3:1][C@H:2]1[CH2:7][CH2:6][CH2:5][C@H:4]([CH3:8])[NH:9][C:3]1=[O:12], predict the reactants needed to synthesize it. The reactants are: [CH3:1][C@H:2]1[CH2:7][CH2:6][CH2:5][C@H:4]([CH3:8])[C:3]1=[N:9]O.C(=O)([O-])[O-:12].[Na+].[Na+]. (6) Given the product [CH:3]([N:16]1[CH2:21][C@@H:20]2[CH2:22][C@H:17]1[CH2:18][N:19]2[C:27]1[N:28]=[CH:29][C:30]([C:33]([O:35][CH2:36][CH3:37])=[O:34])=[CH:31][N:32]=1)([C:10]1[CH:15]=[CH:14][CH:13]=[CH:12][CH:11]=1)[C:4]1[CH:5]=[CH:6][CH:7]=[CH:8][CH:9]=1, predict the reactants needed to synthesize it. The reactants are: Cl.Cl.[CH:3]([N:16]1[CH2:21][C@@H:20]2[CH2:22][C@H:17]1[CH2:18][NH:19]2)([C:10]1[CH:15]=[CH:14][CH:13]=[CH:12][CH:11]=1)[C:4]1[CH:9]=[CH:8][CH:7]=[CH:6][CH:5]=1.CS([C:27]1[N:32]=[CH:31][C:30]([C:33]([O:35][CH2:36][CH3:37])=[O:34])=[CH:29][N:28]=1)(=O)=O.C(=O)([O-])[O-].[K+].[K+]. (7) Given the product [C:1]([C:4]1[CH:5]=[C:6]([C:12]([O:17][CH3:23])=[O:21])[NH:7][C:8]=1[NH2:9])(=[O:3])[CH3:2], predict the reactants needed to synthesize it. The reactants are: [C:1]([C:4]1[CH:5]=[C:6]([C:12](=[O:17])C(Cl)(Cl)Cl)[NH:7][C:8]=1[N+:9]([O-])=O)(=[O:3])[CH3:2].C[O-].[Na+].[OH2:21].Cl.[CH3:23]O.